From a dataset of Reaction yield outcomes from USPTO patents with 853,638 reactions. Predict the reaction yield, written as a fraction of the theoretical maximum amount of product (1.0 means a 100% yield; for example, 0.34 means a 34% yield). (1) The reactants are [CH2:1]([C@@H:5]1[NH:10][CH2:9][C@H:8]([C:11]2[CH:16]=[CH:15][CH:14]=[CH:13][CH:12]=2)[NH:7][C:6]1=[O:17])[CH:2]([CH3:4])[CH3:3].[Br:18][C:19]1[CH:24]=[CH:23][C:22]([C@@H:25]2[CH2:27][C@H:26]2[C:28](O)=[O:29])=[CH:21][CH:20]=1.C([C@@H]1N(C([C@@H]2C[C@H]2C2C=CC=CC=2)=O)C[C@H](CC(C)C)NC1=O)C(C)C. No catalyst specified. The product is [Br:18][C:19]1[CH:20]=[CH:21][C:22]([C@@H:25]2[CH2:27][C@H:26]2[C:28]([N:10]2[CH2:9][C@H:8]([C:11]3[CH:12]=[CH:13][CH:14]=[CH:15][CH:16]=3)[NH:7][C:6](=[O:17])[C@@H:5]2[CH2:1][CH:2]([CH3:4])[CH3:3])=[O:29])=[CH:23][CH:24]=1. The yield is 0.567. (2) The yield is 0.702. The product is [Cl:11][C:4]1[C:5]([S:9][CH3:10])=[C:6]([O:13][CH3:12])[N:7]=[C:2]([O:16][CH3:15])[N:3]=1. No catalyst specified. The reactants are Cl[C:2]1[N:7]=[C:6](Cl)[C:5]([S:9][CH3:10])=[C:4]([Cl:11])[N:3]=1.[CH3:12][O-:13].[Na+].[CH3:15][OH:16]. (3) The reactants are C(OC([N:8]1[CH2:12][CH2:11][CH:10]([C:13]2[NH:17][C:16]3[CH:18]=[CH:19][C:20]([C:22]#[N:23])=[CH:21][C:15]=3[N:14]=2)[CH2:9]1)=O)(C)(C)C.Cl. The catalyst is CO. The product is [NH:8]1[CH2:12][CH2:11][CH:10]([C:13]2[NH:17][C:16]3[CH:18]=[CH:19][C:20]([C:22]#[N:23])=[CH:21][C:15]=3[N:14]=2)[CH2:9]1. The yield is 0.790. (4) The reactants are [C:1]([C:3]1[C:8]([CH3:9])=[C:7]([CH3:10])[C:6]([N+:11]([O-])=O)=[CH:5][N:4]=1)#[N:2].[Cl-].[Ca+2].[Cl-]. The product is [NH2:11][C:6]1[C:7]([CH3:10])=[C:8]([CH3:9])[C:3]([C:1]#[N:2])=[N:4][CH:5]=1. The yield is 0.500. The catalyst is [Fe]. (5) The reactants are [CH:1]1([CH:7]([NH:20][C:21]2[CH:26]=[CH:25][C:24]([C:27]([N:29]([CH3:37])[CH2:30][CH2:31][C:32]([O:34]CC)=[O:33])=[O:28])=[CH:23][CH:22]=2)[C:8]2[C:12]3[CH:13]=[CH:14][C:15]([O:17][CH3:18])=[CH:16][C:11]=3[O:10][C:9]=2[CH3:19])[CH2:6][CH2:5][CH2:4][CH2:3][CH2:2]1.O1CCCC1.[OH-].[Na+]. The catalyst is C(O)C. The product is [CH:1]1([CH:7]([NH:20][C:21]2[CH:22]=[CH:23][C:24]([C:27]([N:29]([CH3:37])[CH2:30][CH2:31][C:32]([OH:34])=[O:33])=[O:28])=[CH:25][CH:26]=2)[C:8]2[C:12]3[CH:13]=[CH:14][C:15]([O:17][CH3:18])=[CH:16][C:11]=3[O:10][C:9]=2[CH3:19])[CH2:6][CH2:5][CH2:4][CH2:3][CH2:2]1. The yield is 0.950.